This data is from Peptide-MHC class I binding affinity with 185,985 pairs from IEDB/IMGT. The task is: Regression. Given a peptide amino acid sequence and an MHC pseudo amino acid sequence, predict their binding affinity value. This is MHC class I binding data. (1) The peptide sequence is YMGLVKKAK. The MHC is HLA-B08:03 with pseudo-sequence HLA-B08:03. The binding affinity (normalized) is 0.0847. (2) The peptide sequence is ASLPTTIAK. The MHC is BoLA-T2a with pseudo-sequence BoLA-T2a. The binding affinity (normalized) is 0.471. (3) The peptide sequence is AYDHGNVIL. The MHC is HLA-A01:01 with pseudo-sequence HLA-A01:01. The binding affinity (normalized) is 0.0847. (4) The peptide sequence is ACREQQLPV. The MHC is HLA-A01:01 with pseudo-sequence HLA-A01:01. The binding affinity (normalized) is 0.0847. (5) The peptide sequence is AVRQKSRWI. The MHC is HLA-B15:17 with pseudo-sequence HLA-B15:17. The binding affinity (normalized) is 0.729. (6) The peptide sequence is QGKQHLHSL. The MHC is HLA-A11:01 with pseudo-sequence HLA-A11:01. The binding affinity (normalized) is 0.0847. (7) The peptide sequence is YIDNTTSWY. The MHC is HLA-B58:01 with pseudo-sequence HLA-B58:01. The binding affinity (normalized) is 0.0847. (8) The peptide sequence is TAYCPLQHW. The MHC is HLA-B15:01 with pseudo-sequence HLA-B15:01. The binding affinity (normalized) is 0.213. (9) The peptide sequence is LARNEEGRGI. The MHC is HLA-A02:03 with pseudo-sequence HLA-A02:03. The binding affinity (normalized) is 0.429.